This data is from Reaction yield outcomes from USPTO patents with 853,638 reactions. The task is: Predict the reaction yield, written as a fraction of the theoretical maximum amount of product (1.0 means a 100% yield; for example, 0.34 means a 34% yield). (1) The reactants are [Mg].II.Br[C:5]1[CH:10]=[CH:9][CH:8]=[CH:7][C:6]=1[CH3:11].[Cl:12][C:13]([F:18])([F:17])[C:14](O)=[O:15].[Cl-].[NH4+]. The catalyst is C(OCC)C. The product is [Cl:12][C:13]([F:18])([F:17])[C:14]([C:5]1[CH:10]=[CH:9][CH:8]=[CH:7][C:6]=1[CH3:11])=[O:15]. The yield is 0.310. (2) The yield is 0.830. The reactants are [O:1]=[C:2]1[C:11]2[C:6](=[N:7][CH:8]=[N:9][CH:10]=2)[N:5]=[C:4]([CH2:12][N:13]2C(=O)C3C(=CC=CC=3)C2=O)[NH:3]1.O.NN. The catalyst is C(O)C. The product is [NH2:13][CH2:12][C:4]1[NH:3][C:2](=[O:1])[C:11]2[C:6]([N:5]=1)=[N:7][CH:8]=[N:9][CH:10]=2. (3) The reactants are [NH:1]1[C:9]2[C:4](=[CH:5][CH:6]=[CH:7][CH:8]=2)[CH2:3][C:2]1=[O:10].[C:11](Cl)(=[O:13])[CH3:12].O. The catalyst is ClCCCl. The product is [C:11]([C:6]1[CH:5]=[C:4]2[C:9](=[CH:8][CH:7]=1)[NH:1][C:2](=[O:10])[CH2:3]2)(=[O:13])[CH3:12]. The yield is 0.730. (4) The reactants are [OH:1][C:2]1[CH:3]=[C:4]([C:8]2[C:13]([CH2:14][C:15]([O:17][CH3:18])=[O:16])=[C:12]([CH3:19])[N:11]=[C:10]([C:20]3[CH:25]=[CH:24][CH:23]=[CH:22][CH:21]=3)[N:9]=2)[CH:5]=[CH:6][CH:7]=1.Br[CH2:27][O:28][CH3:29].[CH:30](N(CC)C(C)C)([CH3:32])[CH3:31]. The catalyst is O1CCCC1. The product is [CH3:27][O:28][CH2:29][O:1][C:2]1[CH:3]=[C:4]([C:8]2[C:13]([CH:14]([CH2:31][CH2:30][CH3:32])[C:15]([O:17][CH3:18])=[O:16])=[C:12]([CH3:19])[N:11]=[C:10]([C:20]3[CH:21]=[CH:22][CH:23]=[CH:24][CH:25]=3)[N:9]=2)[CH:5]=[CH:6][CH:7]=1. The yield is 0.490. (5) The reactants are [CH3:1][C:2]1([CH3:11])[O:6][CH:5]([C:7](OC)=[O:8])[CH2:4][O:3]1.[CH3:12][NH2:13]. The catalyst is CCO.O. The product is [CH3:12][NH:13][C:7]([CH:5]1[CH2:4][O:3][C:2]([CH3:11])([CH3:1])[O:6]1)=[O:8]. The yield is 0.500. (6) The reactants are [CH2:1]([O:3][C:4](=[O:13])[C:5]([CH3:12])([CH3:11])[CH2:6][CH2:7][CH2:8][CH2:9][Br:10])[CH3:2].[C:14]1([P:20]([C:27]2[CH:32]=[CH:31][CH:30]=[CH:29][CH:28]=2)[C:21]2[CH:26]=[CH:25][CH:24]=[CH:23][CH:22]=2)[CH:19]=[CH:18][CH:17]=[CH:16][CH:15]=1. The catalyst is C1(C)C=CC=CC=1. The product is [Br-:10].[CH2:1]([O:3][C:4]([C:5]([CH3:12])([CH3:11])[CH2:6][CH2:7][CH2:8][CH2:9][P+:20]([C:21]1[CH:22]=[CH:23][CH:24]=[CH:25][CH:26]=1)([C:27]1[CH:32]=[CH:31][CH:30]=[CH:29][CH:28]=1)[C:14]1[CH:15]=[CH:16][CH:17]=[CH:18][CH:19]=1)=[O:13])[CH3:2]. The yield is 0.931. (7) The reactants are Br[C:2]1[CH:3]=[C:4]2[C:8](=[CH:9][CH:10]=1)[NH:7][C:6](=[O:11])[C:5]12[CH2:16][CH2:15][CH2:14][CH2:13][CH2:12]1.B([C:20]1[N:21]([C:25]([O:27][C:28]([CH3:31])([CH3:30])[CH3:29])=[O:26])[CH:22]=[CH:23][CH:24]=1)(O)O.C([O-])([O-])=O.[K+].[K+]. The catalyst is O.C1C=CC([P]([Pd]([P](C2C=CC=CC=2)(C2C=CC=CC=2)C2C=CC=CC=2)([P](C2C=CC=CC=2)(C2C=CC=CC=2)C2C=CC=CC=2)[P](C2C=CC=CC=2)(C2C=CC=CC=2)C2C=CC=CC=2)(C2C=CC=CC=2)C2C=CC=CC=2)=CC=1. The product is [O:11]=[C:6]1[C:5]2([CH2:16][CH2:15][CH2:14][CH2:13][CH2:12]2)[C:4]2[C:8](=[CH:9][CH:10]=[C:2]([C:20]3[N:21]([C:25]([O:27][C:28]([CH3:31])([CH3:30])[CH3:29])=[O:26])[CH:22]=[CH:23][CH:24]=3)[CH:3]=2)[NH:7]1. The yield is 0.760. (8) The reactants are [C:1]([NH:8][C@H:9]([C:21]([OH:23])=[O:22])[CH2:10][C:11]1[C:19]2[C:14](=[CH:15][CH:16]=[C:17]([OH:20])[CH:18]=2)[NH:13][CH:12]=1)([O:3][C:4]([CH3:7])([CH3:6])[CH3:5])=[O:2].IC.[CH3:26]COC(C)=O. The catalyst is CN(C=O)C. The product is [CH3:26][O:22][C:21](=[O:23])[C@@H:9]([NH:8][C:1]([O:3][C:4]([CH3:5])([CH3:7])[CH3:6])=[O:2])[CH2:10][C:11]1[C:19]2[C:14](=[CH:15][CH:16]=[C:17]([OH:20])[CH:18]=2)[NH:13][CH:12]=1. The yield is 0.730. (9) The reactants are [H-].[Na+].[N:3]1[CH:8]=[CH:7][C:6]([CH2:9][NH:10][C:11]([C:13]2[S:21][C:20]3[C:15](=[N:16][CH:17]=[CH:18][C:19]=3[Cl:22])[CH:14]=2)=[O:12])=[CH:5][CH:4]=1.[CH3:23]N(C=O)C. No catalyst specified. The product is [CH3:23][N:10]([CH2:9][C:6]1[CH:7]=[CH:8][N:3]=[CH:4][CH:5]=1)[C:11]([C:13]1[S:21][C:20]2[C:15](=[N:16][CH:17]=[CH:18][C:19]=2[Cl:22])[CH:14]=1)=[O:12]. The yield is 0.230.